From a dataset of hERG Central: cardiac toxicity at 1µM, 10µM, and general inhibition. Predict hERG channel inhibition at various concentrations. The molecule is O=C(NCCc1ccccc1)C1CCN(S(=O)(=O)c2ccc(-n3cnnn3)cc2)CC1. Results: hERG_inhib (hERG inhibition (general)): blocker.